Predict the product of the given reaction. From a dataset of Forward reaction prediction with 1.9M reactions from USPTO patents (1976-2016). (1) Given the reactants [CH2:1]([O:3][C:4](=[O:18])[CH:5]=[CH:6][C:7]1[CH:12]=[CH:11][C:10]([C:13]([CH3:16])([CH3:15])[CH3:14])=[CH:9][C:8]=1[OH:17])[CH3:2].[H-].[Na+].Cl.Cl[CH2:23][CH2:24][N:25]1[CH2:30][CH2:29][CH2:28][CH2:27][CH2:26]1, predict the reaction product. The product is: [CH2:1]([O:3][C:4](=[O:18])[CH:5]=[CH:6][C:7]1[CH:12]=[CH:11][C:10]([C:13]([CH3:14])([CH3:16])[CH3:15])=[CH:9][C:8]=1[O:17][CH2:23][CH2:24][N:25]1[CH2:30][CH2:29][CH2:28][CH2:27][CH2:26]1)[CH3:2]. (2) Given the reactants C(OC(=O)[NH:7][C:8]1[CH:9]=[C:10]([C:14]2[CH:15]=[N:16][CH:17]=[CH:18][CH:19]=2)[CH:11]=[N:12][CH:13]=1)(C)(C)C.[ClH:21], predict the reaction product. The product is: [ClH:21].[ClH:21].[NH2:7][C:8]1[CH:13]=[N:12][CH:11]=[C:10]([C:14]2[CH:15]=[N:16][CH:17]=[CH:18][CH:19]=2)[CH:9]=1. (3) Given the reactants [CH2:1]([O:3][C:4](=[O:25])[C@H:5]([NH:17]C(OC(C)(C)C)=O)[CH2:6][CH2:7][C:8]([C:10]1[CH:15]=[CH:14][C:13]([F:16])=[CH:12][CH:11]=1)=O)[CH3:2], predict the reaction product. The product is: [CH2:1]([O:3][C:4]([C@H:5]1[CH2:6][CH2:7][C@@H:8]([C:10]2[CH:15]=[CH:14][C:13]([F:16])=[CH:12][CH:11]=2)[NH:17]1)=[O:25])[CH3:2]. (4) Given the reactants [N+:1]([C:4]1[CH:5]=[CH:6][C:7]([NH:10][C@@H:11]2[CH2:15][CH2:14][N:13](C(OC(C)(C)C)=O)[CH2:12]2)=[N:8][CH:9]=1)([O-:3])=[O:2].[ClH:23].O1CCOCC1, predict the reaction product. The product is: [ClH:23].[N+:1]([C:4]1[CH:5]=[CH:6][C:7]([NH:10][C@@H:11]2[CH2:15][CH2:14][NH:13][CH2:12]2)=[N:8][CH:9]=1)([O-:3])=[O:2]. (5) Given the reactants [Br:1][C:2]1[CH:7]=[CH:6][N:5]=[C:4]([C:8]([OH:10])=O)[CH:3]=1.[CH:11]([C:14]1[CH:20]=[CH:19][C:17]([NH2:18])=[CH:16][CH:15]=1)([CH3:13])[CH3:12], predict the reaction product. The product is: [Br:1][C:2]1[CH:7]=[CH:6][N:5]=[C:4]([C:8]([NH:18][C:17]2[CH:19]=[CH:20][C:14]([CH:11]([CH3:13])[CH3:12])=[CH:15][CH:16]=2)=[O:10])[CH:3]=1. (6) Given the reactants C(N(C(C)C)CC)(C)C.[F:10][C:11]1[N:16]=[CH:15][C:14]([O:17][CH2:18][CH2:19][NH2:20])=[C:13]([I:21])[CH:12]=1.[C:22]([O:26][C:27](O[C:27]([O:26][C:22]([CH3:25])([CH3:24])[CH3:23])=[O:28])=[O:28])([CH3:25])([CH3:24])[CH3:23], predict the reaction product. The product is: [C:22]([O:26][C:27](=[O:28])[NH:20][CH2:19][CH2:18][O:17][C:14]1[CH:15]=[N:16][C:11]([F:10])=[CH:12][C:13]=1[I:21])([CH3:25])([CH3:24])[CH3:23].